From a dataset of NCI-60 drug combinations with 297,098 pairs across 59 cell lines. Regression. Given two drug SMILES strings and cell line genomic features, predict the synergy score measuring deviation from expected non-interaction effect. (1) Drug 1: CC1C(C(CC(O1)OC2CC(OC(C2O)C)OC3=CC4=CC5=C(C(=O)C(C(C5)C(C(=O)C(C(C)O)O)OC)OC6CC(C(C(O6)C)O)OC7CC(C(C(O7)C)O)OC8CC(C(C(O8)C)O)(C)O)C(=C4C(=C3C)O)O)O)O. Drug 2: CC12CCC3C(C1CCC2O)C(CC4=C3C=CC(=C4)O)CCCCCCCCCS(=O)CCCC(C(F)(F)F)(F)F. Cell line: T-47D. Synergy scores: CSS=53.7, Synergy_ZIP=0.781, Synergy_Bliss=0.424, Synergy_Loewe=2.94, Synergy_HSA=3.07. (2) Cell line: NCI-H522. Synergy scores: CSS=13.3, Synergy_ZIP=-2.45, Synergy_Bliss=1.89, Synergy_Loewe=-8.87, Synergy_HSA=-2.60. Drug 1: C1=NC2=C(N=C(N=C2N1C3C(C(C(O3)CO)O)O)F)N. Drug 2: CCCCCOC(=O)NC1=NC(=O)N(C=C1F)C2C(C(C(O2)C)O)O. (3) Drug 1: CCC1(CC2CC(C3=C(CCN(C2)C1)C4=CC=CC=C4N3)(C5=C(C=C6C(=C5)C78CCN9C7C(C=CC9)(C(C(C8N6C=O)(C(=O)OC)O)OC(=O)C)CC)OC)C(=O)OC)O.OS(=O)(=O)O. Drug 2: C1=NC(=NC(=O)N1C2C(C(C(O2)CO)O)O)N. Cell line: RPMI-8226. Synergy scores: CSS=83.2, Synergy_ZIP=0.867, Synergy_Bliss=0.790, Synergy_Loewe=-1.24, Synergy_HSA=-0.0316. (4) Drug 1: COC1=C(C=C2C(=C1)N=CN=C2NC3=CC(=C(C=C3)F)Cl)OCCCN4CCOCC4. Drug 2: C1CC(C1)(C(=O)O)C(=O)O.[NH2-].[NH2-].[Pt+2]. Cell line: EKVX. Synergy scores: CSS=33.0, Synergy_ZIP=-8.55, Synergy_Bliss=-2.44, Synergy_Loewe=-8.43, Synergy_HSA=0.735. (5) Drug 1: CC1=CC=C(C=C1)C2=CC(=NN2C3=CC=C(C=C3)S(=O)(=O)N)C(F)(F)F. Drug 2: CC1=C2C(C(=O)C3(C(CC4C(C3C(C(C2(C)C)(CC1OC(=O)C(C(C5=CC=CC=C5)NC(=O)C6=CC=CC=C6)O)O)OC(=O)C7=CC=CC=C7)(CO4)OC(=O)C)O)C)OC(=O)C. Cell line: KM12. Synergy scores: CSS=61.6, Synergy_ZIP=11.7, Synergy_Bliss=11.1, Synergy_Loewe=1.60, Synergy_HSA=10.4. (6) Drug 1: CC12CCC3C(C1CCC2=O)CC(=C)C4=CC(=O)C=CC34C. Drug 2: C1=CC=C(C(=C1)C(C2=CC=C(C=C2)Cl)C(Cl)Cl)Cl. Cell line: SNB-19. Synergy scores: CSS=56.3, Synergy_ZIP=1.56, Synergy_Bliss=3.15, Synergy_Loewe=4.07, Synergy_HSA=3.56.